From a dataset of Forward reaction prediction with 1.9M reactions from USPTO patents (1976-2016). Predict the product of the given reaction. (1) The product is: [CH2:1]([O:8][C:9]1[CH:10]=[C:11]([C:15]2[N:16]=[C:17]([CH2:18][CH:19]3[CH2:24][CH2:23][CH2:22][CH2:21][CH2:20]3)[N:27]3[CH:28]=[CH:29][N:30]=[C:31]([NH2:49])[C:26]=23)[CH:12]=[CH:13][CH:14]=1)[C:2]1[CH:7]=[CH:6][CH:5]=[CH:4][CH:3]=1. Given the reactants [CH2:1]([O:8][C:9]1[CH:10]=[C:11]([CH:15]([C:26]2[C:31](Cl)=[N:30][CH:29]=[CH:28][N:27]=2)[NH:16][C:17](=O)[CH2:18][CH:19]2[CH2:24][CH2:23][CH2:22][CH2:21][CH2:20]2)[CH:12]=[CH:13][CH:14]=1)[C:2]1[CH:7]=[CH:6][CH:5]=[CH:4][CH:3]=1.C(OC1C=C(C(NC(C2CCC2)=O)C2C(Cl)=NC=C[N:49]=2)C=CC=1)C1C=CC=CC=1, predict the reaction product. (2) Given the reactants [O:1]1[CH:5]=[CH:4][CH:3]=[C:2]1[C:6]1(O)[C:10]2[CH:11]=[C:12]([NH:17][C:18](=[O:24])[CH2:19][C:20]([CH3:23])([CH3:22])[CH3:21])[C:13]([CH3:16])=[C:14]([CH3:15])[C:9]=2[O:8][C:7]1([CH3:26])[CH3:25], predict the reaction product. The product is: [O:1]1[CH:5]=[CH:4][CH:3]=[C:2]1[CH:6]1[C:10]2[CH:11]=[C:12]([NH:17][C:18](=[O:24])[CH2:19][C:20]([CH3:22])([CH3:21])[CH3:23])[C:13]([CH3:16])=[C:14]([CH3:15])[C:9]=2[O:8][C:7]1([CH3:26])[CH3:25].